Dataset: Forward reaction prediction with 1.9M reactions from USPTO patents (1976-2016). Task: Predict the product of the given reaction. (1) Given the reactants [C:1]([O:5][C:6](=[O:23])[C@@H:7]([NH:13][S:14]([C:17]1[CH:22]=[CH:21][CH:20]=[CH:19][CH:18]=1)(=[O:16])=[O:15])[CH2:8][CH2:9][C:10](O)=[O:11])([CH3:4])([CH3:3])[CH3:2].ClC(OCC)=O.[C:30]1([CH2:36][N:37]2[CH2:42][CH2:41][C:40]3([CH2:47][CH2:46][NH:45][CH2:44][CH2:43]3)[CH2:39][CH2:38]2)[CH:35]=[CH:34][CH:33]=[CH:32][CH:31]=1.O, predict the reaction product. The product is: [C:17]1([S:14]([NH:13][C@@H:7]([CH2:8][CH2:9][C:10](=[O:11])[N:45]2[CH2:46][CH2:47][C:40]3([CH2:39][CH2:38][N:37]([CH2:36][C:30]4[CH:31]=[CH:32][CH:33]=[CH:34][CH:35]=4)[CH2:42][CH2:41]3)[CH2:43][CH2:44]2)[C:6]([O:5][C:1]([CH3:4])([CH3:3])[CH3:2])=[O:23])(=[O:15])=[O:16])[CH:22]=[CH:21][CH:20]=[CH:19][CH:18]=1. (2) Given the reactants [CH:1]1[N:5]=[CH:4][NH:3][C:2]=1/[CH:6]=[CH:7]/[C:8]([OH:10])=[O:9], predict the reaction product. The product is: [NH:5]1[CH:1]=[C:2]([CH2:6][CH2:7][C:8]([OH:10])=[O:9])[N:3]=[CH:4]1. (3) Given the reactants C([O:3][C:4](=[O:19])[C@@H:5]([O:17][CH3:18])[CH2:6][C:7]1[CH:12]=[CH:11][C:10]([C:13]#[C:14][CH2:15]Cl)=[CH:9][CH:8]=1)C.[C:20]([C:29]1[CH:34]=[CH:33][C:32]([OH:35])=[CH:31][CH:30]=1)([C:23]1[CH:28]=[CH:27][CH:26]=[CH:25][CH:24]=1)([CH3:22])[CH3:21], predict the reaction product. The product is: [CH3:18][O:17][C@@H:5]([CH2:6][C:7]1[CH:8]=[CH:9][C:10]([C:13]#[C:14][CH2:15][O:35][C:32]2[CH:31]=[CH:30][C:29]([C:20]([CH3:22])([C:23]3[CH:24]=[CH:25][CH:26]=[CH:27][CH:28]=3)[CH3:21])=[CH:34][CH:33]=2)=[CH:11][CH:12]=1)[C:4]([OH:3])=[O:19]. (4) Given the reactants [NH2:1][C:2]1[CH:7]=[C:6]([F:8])[CH:5]=[C:4]([F:9])[C:3]=1[NH:10][C:11]([NH:13][C:14]1[C:19]([Cl:20])=[CH:18][CH:17]=[CH:16][C:15]=1[Cl:21])=S.CI, predict the reaction product. The product is: [ClH:20].[Cl:21][C:15]1[CH:16]=[CH:17][CH:18]=[C:19]([Cl:20])[C:14]=1[NH:13][C:11]1[NH:10][C:3]2[C:4]([F:9])=[CH:5][C:6]([F:8])=[CH:7][C:2]=2[N:1]=1.